This data is from Catalyst prediction with 721,799 reactions and 888 catalyst types from USPTO. The task is: Predict which catalyst facilitates the given reaction. (1) Product: [CH:1]1([CH2:7][O:8][C:9]2[C:10]3[N:11]([C:15]([C:19]([OH:21])=[O:20])=[C:16]([CH3:18])[N:17]=3)[CH:12]=[CH:13][CH:14]=2)[CH2:2][CH2:3][CH2:4][CH2:5][CH2:6]1. Reactant: [CH:1]1([CH2:7][O:8][C:9]2[C:10]3[N:11]([C:15]([C:19]([O:21]CC)=[O:20])=[C:16]([CH3:18])[N:17]=3)[CH:12]=[CH:13][CH:14]=2)[CH2:6][CH2:5][CH2:4][CH2:3][CH2:2]1.[OH-].[Na+].Cl. The catalyst class is: 12. (2) Reactant: [Cl:1][C:2]1[N:12]=[C:11]([CH3:13])[CH:10]=[C:9]([Cl:14])[C:3]=1[C:4](OCC)=[O:5].[H-].[H-].[H-].[H-].[Li+].[Al+3].O.[OH-].[Na+]. Product: [Cl:1][C:2]1[C:3]([CH2:4][OH:5])=[C:9]([Cl:14])[CH:10]=[C:11]([CH3:13])[N:12]=1. The catalyst class is: 1. (3) Reactant: [CH3:1][C:2]1[C:10]2[C:5](=[C:6]([N+:11]([O-])=O)[CH:7]=[CH:8][CH:9]=2)[NH:4][C:3]=1[C:14](=[O:17])[CH2:15][CH3:16].C(O)C. Product: [NH2:11][C:6]1[CH:7]=[CH:8][CH:9]=[C:10]2[C:5]=1[NH:4][C:3]([C:14](=[O:17])[CH2:15][CH3:16])=[C:2]2[CH3:1]. The catalyst class is: 481. (4) Reactant: [C:1]([OH:5])(=O)[CH2:2][OH:3].CCN(C(C)C)C(C)C.C1C=CC2N(O)N=NC=2C=1.CCN=C=NCCCN(C)C.Cl.[CH2:37]([N:39]([CH2:42][C:43]1[S:47][C:46]([C:48]2[O:52][N:51]=[C:50]([C:53]3[CH:58]=[CH:57][C:56]([CH2:59][CH2:60][NH2:61])=[CH:55][CH:54]=3)[N:49]=2)=[CH:45][C:44]=1[CH3:62])[CH2:40][CH3:41])[CH3:38]. Product: [CH2:37]([N:39]([CH2:42][C:43]1[S:47][C:46]([C:48]2[O:52][N:51]=[C:50]([C:53]3[CH:54]=[CH:55][C:56]([CH2:59][CH2:60][NH:61][C:1](=[O:5])[CH2:2][OH:3])=[CH:57][CH:58]=3)[N:49]=2)=[CH:45][C:44]=1[CH3:62])[CH2:40][CH3:41])[CH3:38]. The catalyst class is: 3.